Dataset: Peptide-MHC class II binding affinity with 134,281 pairs from IEDB. Task: Regression. Given a peptide amino acid sequence and an MHC pseudo amino acid sequence, predict their binding affinity value. This is MHC class II binding data. (1) The peptide sequence is YKAAVDLSHFLKEKGGL. The MHC is DRB1_1302 with pseudo-sequence DRB1_1302. The binding affinity (normalized) is 0.180. (2) The peptide sequence is VSTKIVTRISKRVNQ. The MHC is DRB1_0101 with pseudo-sequence DRB1_0101. The binding affinity (normalized) is 0.600. (3) The peptide sequence is EMLQNIFAIFRQDSS. The MHC is DRB1_0301 with pseudo-sequence DRB1_0301. The binding affinity (normalized) is 0.153. (4) The peptide sequence is DPIELNATLSAVA. The MHC is DRB1_1501 with pseudo-sequence DRB1_1501. The binding affinity (normalized) is 0.111. (5) The peptide sequence is INKWQVVAPQLPADL. The MHC is HLA-DQA10104-DQB10503 with pseudo-sequence HLA-DQA10104-DQB10503. The binding affinity (normalized) is 0.134. (6) The peptide sequence is PEVKYAVFEAALTKA. The MHC is HLA-DQA10301-DQB10302 with pseudo-sequence HLA-DQA10301-DQB10302. The binding affinity (normalized) is 0.243. (7) The peptide sequence is GKKKYKLKHIVWASREL. The MHC is DRB1_1602 with pseudo-sequence DRB1_1602. The binding affinity (normalized) is 0.590.